From a dataset of NCI-60 drug combinations with 297,098 pairs across 59 cell lines. Regression. Given two drug SMILES strings and cell line genomic features, predict the synergy score measuring deviation from expected non-interaction effect. (1) Cell line: CCRF-CEM. Synergy scores: CSS=90.9, Synergy_ZIP=1.36, Synergy_Bliss=1.01, Synergy_Loewe=0.0540, Synergy_HSA=2.17. Drug 1: CC1=C2C(C(=O)C3(C(CC4C(C3C(C(C2(C)C)(CC1OC(=O)C(C(C5=CC=CC=C5)NC(=O)C6=CC=CC=C6)O)O)OC(=O)C7=CC=CC=C7)(CO4)OC(=O)C)O)C)OC(=O)C. Drug 2: B(C(CC(C)C)NC(=O)C(CC1=CC=CC=C1)NC(=O)C2=NC=CN=C2)(O)O. (2) Drug 1: CC(CN1CC(=O)NC(=O)C1)N2CC(=O)NC(=O)C2. Drug 2: CC1=C2C(C(=O)C3(C(CC4C(C3C(C(C2(C)C)(CC1OC(=O)C(C(C5=CC=CC=C5)NC(=O)OC(C)(C)C)O)O)OC(=O)C6=CC=CC=C6)(CO4)OC(=O)C)O)C)O. Cell line: TK-10. Synergy scores: CSS=19.6, Synergy_ZIP=-9.80, Synergy_Bliss=-3.79, Synergy_Loewe=-9.34, Synergy_HSA=-3.05.